From a dataset of Forward reaction prediction with 1.9M reactions from USPTO patents (1976-2016). Predict the product of the given reaction. (1) Given the reactants Br[C:2]1[CH:3]=[C:4]([C:9]2[N:14]=[C:13]([C:15]3C=CC=CC=3)[N:12]=[C:11](C3C=CC=CC=3)[N:10]=2)[CH:5]=[C:6](Br)[CH:7]=1.[CH3:27][C:28]1[CH:33]=[C:32]([CH3:34])[N:31]=[C:30]([C:35]2[CH:40]=[CH:39][C:38](B3OC(C)(C)C(C)(C)O3)=[CH:37][CH:36]=2)[N:29]=1.P([O-])([O-])([O-])=O.[K+].[K+].[K+], predict the reaction product. The product is: [CH3:34][C:32]1[CH:33]=[C:28]([CH3:27])[N:29]=[C:30]([C:35]2[CH:40]=[CH:39][C:38]([C:35]3[CH:40]=[C:39]([C:11]4[N:10]=[C:9]([C:4]5[CH:3]=[CH:2][CH:7]=[CH:6][CH:5]=5)[N:14]=[C:13]([C:15]5[CH:27]=[CH:28][CH:33]=[CH:32][CH:34]=5)[N:12]=4)[CH:38]=[C:37]([C:38]4[CH:37]=[CH:36][C:35]([C:30]5[N:31]=[C:32]([CH3:34])[CH:33]=[C:28]([CH3:27])[N:29]=5)=[CH:40][CH:39]=4)[CH:36]=3)=[CH:37][CH:36]=2)[N:31]=1. (2) Given the reactants [Br:1][C:2]1[CH:7]=[C:6]([CH3:8])[CH:5]=[CH:4][N:3]=1.[Li+].CC([N-]C(C)C)C.CON(C)[C:20](=[O:22])[CH3:21].O, predict the reaction product. The product is: [Br:1][C:2]1[CH:7]=[C:6]([CH2:8][C:20](=[O:22])[CH3:21])[CH:5]=[CH:4][N:3]=1.